From a dataset of NCI-60 drug combinations with 297,098 pairs across 59 cell lines. Regression. Given two drug SMILES strings and cell line genomic features, predict the synergy score measuring deviation from expected non-interaction effect. (1) Drug 1: C1CCC(CC1)NC(=O)N(CCCl)N=O. Drug 2: CN(C(=O)NC(C=O)C(C(C(CO)O)O)O)N=O. Cell line: NCI/ADR-RES. Synergy scores: CSS=5.70, Synergy_ZIP=-3.65, Synergy_Bliss=-1.27, Synergy_Loewe=-2.56, Synergy_HSA=-2.60. (2) Drug 1: C1=C(C(=O)NC(=O)N1)F. Drug 2: CC1C(C(CC(O1)OC2CC(CC3=C2C(=C4C(=C3O)C(=O)C5=CC=CC=C5C4=O)O)(C(=O)C)O)N)O. Cell line: UO-31. Synergy scores: CSS=63.2, Synergy_ZIP=2.99, Synergy_Bliss=3.99, Synergy_Loewe=7.64, Synergy_HSA=8.44.